This data is from Forward reaction prediction with 1.9M reactions from USPTO patents (1976-2016). The task is: Predict the product of the given reaction. (1) Given the reactants [CH:1]1([CH2:10][C:11]([O:13][CH2:14][CH3:15])=[O:12])[CH:9]2[CH:4]([CH2:5][CH2:6][CH2:7][CH2:8]2)[CH2:3][NH:2]1.[CH3:16][C:17]1[S:18][C:19]([C:28](O)=[O:29])=[C:20]([C:22]2[CH:27]=[CH:26][CH:25]=[CH:24][CH:23]=2)[N:21]=1, predict the reaction product. The product is: [CH3:16][C:17]1[S:18][C:19]([C:28]([N:2]2[CH2:3][CH:4]3[CH:9]([CH2:8][CH2:7][CH2:6][CH2:5]3)[CH:1]2[CH2:10][C:11]([O:13][CH2:14][CH3:15])=[O:12])=[O:29])=[C:20]([C:22]2[CH:27]=[CH:26][CH:25]=[CH:24][CH:23]=2)[N:21]=1. (2) Given the reactants [C:1]([O:5][C:6]([N:8]1[CH2:13][CH2:12][CH2:11][CH2:10][C@H:9]1[C:14]([OH:16])=O)=[O:7])([CH3:4])([CH3:3])[CH3:2].[NH2:17][C@H:18]([C:35]#[N:36])[CH2:19][C:20]1[CH:25]=[CH:24][C:23]([C:26]2[CH:31]=[CH:30][C:29]([C:32]#[N:33])=[C:28]([F:34])[CH:27]=2)=[CH:22][CH:21]=1.C(N(CC)CC)C.O, predict the reaction product. The product is: [C:35]([C@@H:18]([NH:17][C:14]([C@@H:9]1[CH2:10][CH2:11][CH2:12][CH2:13][N:8]1[C:6]([O:5][C:1]([CH3:2])([CH3:3])[CH3:4])=[O:7])=[O:16])[CH2:19][C:20]1[CH:25]=[CH:24][C:23]([C:26]2[CH:31]=[CH:30][C:29]([C:32]#[N:33])=[C:28]([F:34])[CH:27]=2)=[CH:22][CH:21]=1)#[N:36]. (3) Given the reactants [Cl:1][C:2]1[CH:7]=[CH:6][C:5]([C:8]2[C:13]([C:14]3[CH:19]=[CH:18][C:17]([Cl:20])=[CH:16][CH:15]=3)=[CH:12][N:11]=[N:10][C:9]=2[NH:21][NH2:22])=[CH:4][CH:3]=1.[OH2:23], predict the reaction product. The product is: [Cl:20][C:17]1[CH:18]=[CH:19][C:14]([C:13]2[CH:12]=[N:11][N:10]3[C:2](=[O:23])[C:3]([CH2:4][CH:5]([CH3:8])[CH3:6])=[N:22][N:21]=[C:9]3[C:8]=2[C:5]2[CH:4]=[CH:3][C:2]([Cl:1])=[CH:7][CH:6]=2)=[CH:15][CH:16]=1. (4) Given the reactants [C:1]([C:5]1[CH:42]=[CH:41][C:8]([CH2:9][O:10][C:11]2[CH:16]=[CH:15][CH:14]=[CH:13][C:12]=2/[CH:17]=[CH:18]/[CH:19]([CH2:32][C:33]2[CH:38]=[CH:37][C:36]([C:39]#[N:40])=[CH:35][CH:34]=2)[CH2:20][CH2:21][C:22]2[CH:31]=[CH:30][C:25]([C:26]([O:28][CH3:29])=[O:27])=[CH:24][CH:23]=2)=[CH:7][CH:6]=1)([CH3:4])([CH3:3])[CH3:2].C[Si]([N:47]=[N+:48]=[N-:49])(C)C.C([Sn](=O)CCCC)CCC, predict the reaction product. The product is: [C:1]([C:5]1[CH:42]=[CH:41][C:8]([CH2:9][O:10][C:11]2[CH:16]=[CH:15][CH:14]=[CH:13][C:12]=2/[CH:17]=[CH:18]/[CH:19]([CH2:32][C:33]2[CH:34]=[CH:35][C:36]([C:39]3[NH:49][N:48]=[N:47][N:40]=3)=[CH:37][CH:38]=2)[CH2:20][CH2:21][C:22]2[CH:23]=[CH:24][C:25]([C:26]([O:28][CH3:29])=[O:27])=[CH:30][CH:31]=2)=[CH:7][CH:6]=1)([CH3:4])([CH3:2])[CH3:3]. (5) The product is: [C:1]([O:5][C:6]([N:8]1[CH2:13][CH2:12][CH:11]([O:14][C:21]2[CH:22]=[CH:23][C:18]([Cl:17])=[CH:19][CH:20]=2)[CH2:10][CH2:9]1)=[O:7])([CH3:4])([CH3:2])[CH3:3]. Given the reactants [C:1]([O:5][C:6]([N:8]1[CH2:13][CH2:12][CH:11]([OH:14])[CH2:10][CH2:9]1)=[O:7])([CH3:4])([CH3:3])[CH3:2].[H-].[Na+].[Cl:17][C:18]1[CH:23]=[CH:22][C:21](F)=[CH:20][CH:19]=1.C(O)C, predict the reaction product. (6) Given the reactants F[C:2]1[CH:9]=[CH:8][C:5]([CH:6]=[O:7])=[CH:4][C:3]=1[N+:10]([O-:12])=[O:11].[NH4+:13].[OH-], predict the reaction product. The product is: [NH2:13][C:2]1[CH:9]=[CH:8][C:5]([CH:6]=[O:7])=[CH:4][C:3]=1[N+:10]([O-:12])=[O:11]. (7) Given the reactants C[O:2][C:3](=[O:18])[CH:4]([NH:7][C:8]([O:10][CH2:11][C:12]1[CH:17]=[CH:16][CH:15]=[CH:14][CH:13]=1)=[O:9])[CH2:5][OH:6].CO[CH:21](OC)[C:22]1[CH:27]=[CH:26][CH:25]=[CH:24][CH:23]=1, predict the reaction product. The product is: [CH2:11]([O:10][C:8]([N:7]1[CH:4]([C:3]([OH:2])=[O:18])[CH2:5][O:6][CH:21]1[C:22]1[CH:27]=[CH:26][CH:25]=[CH:24][CH:23]=1)=[O:9])[C:12]1[CH:17]=[CH:16][CH:15]=[CH:14][CH:13]=1.